From a dataset of Forward reaction prediction with 1.9M reactions from USPTO patents (1976-2016). Predict the product of the given reaction. (1) Given the reactants [NH2:1][C:2]1[CH:9]=[CH:8][CH:7]=[C:6]([O:10][CH2:11][CH2:12][CH2:13][OH:14])[C:3]=1[C:4]#[N:5].[S:15](Cl)(=[O:18])(=[O:17])[NH2:16], predict the reaction product. The product is: [S:15](=[O:18])(=[O:17])([O:14][CH2:13][CH2:12][CH2:11][O:10][C:6]1[CH:7]=[CH:8][CH:9]=[C:2]([NH:1][S:15](=[O:18])(=[O:17])[NH2:16])[C:3]=1[C:4]#[N:5])[NH2:16]. (2) Given the reactants [BH4-].[Na+].[Cl-].[Ca+2].[Cl-].C1COCC1.[Cl:11][C:12]1[N:22]=[CH:21][C:20]([CH2:23][N:24]2[C:28]([CH3:29])=[CH:27][C:26]([C:30]3[CH:35]=[CH:34][C:33]([C:36]#[N:37])=[CH:32][CH:31]=3)=[C:25]2[C:38]#[N:39])=[CH:19][C:13]=1[C:14](OCC)=[O:15], predict the reaction product. The product is: [Cl:11][C:12]1[N:22]=[CH:21][C:20]([CH2:23][N:24]2[C:28]([CH3:29])=[CH:27][C:26]([C:30]3[CH:35]=[CH:34][C:33]([C:36]#[N:37])=[CH:32][CH:31]=3)=[C:25]2[C:38]#[N:39])=[CH:19][C:13]=1[CH2:14][OH:15]. (3) Given the reactants [NH2:1][C:2]1[N:7]=[C:6]([NH:8][C@H:9]([C:11]2[N:16]=[C:15]3[CH:17]=[CH:18][N:19]([CH3:20])[C:14]3=[CH:13][C:12]=2[CH:21]2[CH2:26][CH2:25][CH:24]([NH:27]C(=O)OC(C)(C)C)[CH2:23][CH2:22]2)[CH3:10])[C:5]([C:35]#[N:36])=[C:4]([CH3:37])[N:3]=1.C(O)(C(F)(F)F)=O, predict the reaction product. The product is: [NH2:1][C:2]1[N:7]=[C:6]([NH:8][C@H:9]([C:11]2[N:16]=[C:15]3[CH:17]=[CH:18][N:19]([CH3:20])[C:14]3=[CH:13][C:12]=2[CH:21]2[CH2:26][CH2:25][CH:24]([NH2:27])[CH2:23][CH2:22]2)[CH3:10])[C:5]([C:35]#[N:36])=[C:4]([CH3:37])[N:3]=1. (4) Given the reactants [NH2:1][C:2]1[CH:7]=[C:6]([Cl:8])[CH:5]=[CH:4][C:3]=1[NH:9][S:10]([C:13]1[S:14][CH:15]=[CH:16][CH:17]=1)(=[O:12])=[O:11].[O:18]1[C:22]2[CH:23]=[CH:24][CH:25]=[CH:26][C:21]=2[CH:20]=[C:19]1[S:27](Cl)(=[O:29])=[O:28], predict the reaction product. The product is: [Cl:8][C:6]1[CH:5]=[CH:4][C:3]([NH:9][S:10]([C:13]2[S:14][CH:15]=[CH:16][CH:17]=2)(=[O:12])=[O:11])=[C:2]([NH:1][S:27]([C:19]2[O:18][C:22]3[CH:23]=[CH:24][CH:25]=[CH:26][C:21]=3[CH:20]=2)(=[O:28])=[O:29])[CH:7]=1. (5) Given the reactants [OH:1][C:2]1[CH:11]=[C:10]([O:12][CH3:13])[CH:9]=[C:8](/[CH:14]=[CH:15]/[C:16]2[CH:21]=[CH:20][CH:19]=[CH:18][CH:17]=2)[C:3]=1[C:4]([O:6][CH3:7])=[O:5].S(Cl)([Cl:25])(=O)=O, predict the reaction product. The product is: [OH:1][C:2]1[CH:11]=[C:10]([O:12][CH3:13])[C:9]([Cl:25])=[C:8](/[CH:14]=[CH:15]/[C:16]2[CH:17]=[CH:18][CH:19]=[CH:20][CH:21]=2)[C:3]=1[C:4]([O:6][CH3:7])=[O:5]. (6) Given the reactants Br[C:2]1[CH:20]=[CH:19][C:5]([CH2:6][CH:7]2[CH2:11][CH2:10][N:9]([CH:12]3[CH2:17][CH2:16][CH2:15][CH2:14][CH2:13]3)[C:8]2=[O:18])=[C:4]([Cl:21])[CH:3]=1.[C:22]1(B(O)O)[CH:27]=[CH:26][CH:25]=[CH:24][CH:23]=1.C(=O)([O-])O.[Na+].COCCOC, predict the reaction product. The product is: [Cl:21][C:4]1[CH:3]=[C:2]([C:22]2[CH:27]=[CH:26][CH:25]=[CH:24][CH:23]=2)[CH:20]=[CH:19][C:5]=1[CH2:6][CH:7]1[CH2:11][CH2:10][N:9]([CH:12]2[CH2:17][CH2:16][CH2:15][CH2:14][CH2:13]2)[C:8]1=[O:18]. (7) Given the reactants [Cl:1][C:2]1[C:3]([S:24]([N:27]([CH2:37][C:38]2[CH:43]=[CH:42][C:41]([O:44][CH3:45])=[CH:40][CH:39]=2)[CH2:28][C:29]2[CH:34]=[CH:33][C:32]([O:35][CH3:36])=[CH:31][CH:30]=2)(=[O:26])=[O:25])=[N:4][CH:5]=[C:6]([C:9]([N:11]2[CH2:16][CH2:15][CH:14]([C:17]3[CH:22]=[CH:21][C:20]([F:23])=[CH:19][CH:18]=3)[CH2:13][CH2:12]2)=[O:10])[C:7]=1Cl.[NH2:46][C:47]1[CH:54]=[C:53]([O:55][CH3:56])[CH:52]=[CH:51][C:48]=1[C:49]#[N:50], predict the reaction product. The product is: [Cl:1][C:2]1[C:3]([S:24]([N:27]([CH2:37][C:38]2[CH:43]=[CH:42][C:41]([O:44][CH3:45])=[CH:40][CH:39]=2)[CH2:28][C:29]2[CH:34]=[CH:33][C:32]([O:35][CH3:36])=[CH:31][CH:30]=2)(=[O:25])=[O:26])=[N:4][CH:5]=[C:6]([C:9]([N:11]2[CH2:16][CH2:15][CH:14]([C:17]3[CH:18]=[CH:19][C:20]([F:23])=[CH:21][CH:22]=3)[CH2:13][CH2:12]2)=[O:10])[C:7]=1[NH:46][C:47]1[CH:54]=[C:53]([O:55][CH3:56])[CH:52]=[CH:51][C:48]=1[C:49]#[N:50].